The task is: Regression. Given a peptide amino acid sequence and an MHC pseudo amino acid sequence, predict their binding affinity value. This is MHC class II binding data.. This data is from Peptide-MHC class II binding affinity with 134,281 pairs from IEDB. (1) The peptide sequence is ECGGILQAYDLRDAP. The MHC is DRB3_0101 with pseudo-sequence DRB3_0101. The binding affinity (normalized) is 0.121. (2) The binding affinity (normalized) is 0.644. The peptide sequence is PCVFIKRVSNVIIHG. The MHC is DRB1_0701 with pseudo-sequence DRB1_0701. (3) The peptide sequence is DNSFVSAISQTEVKE. The MHC is DRB1_0701 with pseudo-sequence DRB1_0701. The binding affinity (normalized) is 0.540. (4) The peptide sequence is LLNNQFGTMPSLTLA. The MHC is DRB1_0802 with pseudo-sequence DRB1_0802. The binding affinity (normalized) is 0.271. (5) The peptide sequence is YYRYNYAFDLK. The MHC is DRB1_0401 with pseudo-sequence DRB1_0401. The binding affinity (normalized) is 0.362. (6) The peptide sequence is MTSRRVLEKEEMPTL. The MHC is DRB1_0101 with pseudo-sequence DRB1_0101. The binding affinity (normalized) is 0.199. (7) The peptide sequence is QSTFLGASQRGVGVA. The MHC is DRB1_1301 with pseudo-sequence DRB1_1301. The binding affinity (normalized) is 0.415. (8) The peptide sequence is DVDQSLIIAARNIVR. The MHC is DRB1_1302 with pseudo-sequence DRB1_1302. The binding affinity (normalized) is 0.363. (9) The peptide sequence is GAYETYKFIPSLEAA. The MHC is HLA-DQA10104-DQB10503 with pseudo-sequence HLA-DQA10104-DQB10503. The binding affinity (normalized) is 0.456. (10) The peptide sequence is AYGSFVRTVSLPVGA. The MHC is HLA-DPA10201-DPB10101 with pseudo-sequence HLA-DPA10201-DPB10101. The binding affinity (normalized) is 0.395.